Dataset: Full USPTO retrosynthesis dataset with 1.9M reactions from patents (1976-2016). Task: Predict the reactants needed to synthesize the given product. (1) Given the product [CH:1]1([N:6]2[CH2:12][C:11]([F:13])([F:14])[C:10](=[O:15])[N:9]([CH3:16])[C:8]3[CH:17]=[N:18][C:19]([NH:21][C:22]4[CH:30]=[CH:29][C:25]([C:26]([NH:44][C:52]5[CH:47]=[N:48][CH:49]=[CH:50][CH:51]=5)=[O:28])=[C:24]([CH3:57])[C:23]=4[O:31][CH3:32])=[N:20][C:7]2=3)[CH2:5][CH2:4][CH2:3][CH2:2]1, predict the reactants needed to synthesize it. The reactants are: [CH:1]1([N:6]2[CH2:12][C:11]([F:14])([F:13])[C:10](=[O:15])[N:9]([CH3:16])[C:8]3[CH:17]=[N:18][C:19]([NH:21][C:22]4[CH:30]=[CH:29][C:25]([C:26]([OH:28])=O)=[CH:24][C:23]=4[O:31][CH3:32])=[N:20][C:7]2=3)[CH2:5][CH2:4][CH2:3][CH2:2]1.F[P-](F)(F)(F)(F)F.CN(C(N(C)C)=[N+:44]1[C:52]2[C:47](=[N:48][CH:49]=[CH:50][CH:51]=2)[N+]([O-])=N1)C.[CH2:57](N(C(C)C)C(C)C)C.N1C=CC=C(CN)C=1. (2) The reactants are: [Cl:1][C:2]1[CH:9]=[CH:8][C:5]([C:6]#[N:7])=[C:4]([C:10]2[C:15]([C:16]([F:19])([F:18])[F:17])=[CH:14][NH:13][C:12](=[O:20])[CH:11]=2)[CH:3]=1.Br[CH:22]([CH3:26])[C:23]([OH:25])=[O:24]. Given the product [Cl:1][C:2]1[CH:9]=[CH:8][C:5]([C:6]#[N:7])=[C:4]([C:10]2[C:15]([C:16]([F:17])([F:18])[F:19])=[CH:14][N:13]([CH:22]([CH3:26])[C:23]([OH:25])=[O:24])[C:12](=[O:20])[CH:11]=2)[CH:3]=1, predict the reactants needed to synthesize it. (3) Given the product [ClH:1].[ClH:50].[Cl:1][C:2]1[CH:3]=[CH:4][C:5]([CH2:8][O:9][C:10]2[CH:15]=[CH:14][N:13]([C:16]3[CH:24]=[C:23]4[C:19]([C:20]5[CH2:29][CH2:28][NH:27][CH2:26][C:21]=5[N:22]4[CH3:25])=[CH:18][CH:17]=3)[C:12](=[O:37])[CH:11]=2)=[N:6][CH:7]=1, predict the reactants needed to synthesize it. The reactants are: [Cl:1][C:2]1[CH:3]=[CH:4][C:5]([CH2:8][O:9][C:10]2[CH:15]=[CH:14][N:13]([C:16]3[CH:24]=[C:23]4[C:19]([C:20]5[CH2:29][CH2:28][N:27](C(OC(C)(C)C)=O)[CH2:26][C:21]=5[N:22]4[CH3:25])=[CH:18][CH:17]=3)[C:12](=[O:37])[CH:11]=2)=[N:6][CH:7]=1.C1(N)C(F)=C(F)C(F)=C(N)C=1F.[ClH:50].Cl. (4) Given the product [CH3:25][O:24][CH2:23][CH2:22][N:15]1[CH2:16][CH2:17][C@:18]2([CH3:21])[C@@H:19]([CH3:20])[C@H:14]1[CH2:13][C:12]1[CH:26]=[CH:27][C:9]([C:7]([NH2:6])=[O:8])=[CH:10][C:11]=12, predict the reactants needed to synthesize it. The reactants are: COC1C=C(OC)C=CC=1C[NH:6][C:7]([C:9]1[CH:27]=[CH:26][C:12]2[CH2:13][C@@H:14]3[C@H:19]([CH3:20])[C@:18]([CH3:21])([C:11]=2[CH:10]=1)[CH2:17][CH2:16][N:15]3[CH2:22][CH2:23][O:24][CH3:25])=[O:8]. (5) Given the product [CH3:2][C:1]1[S:4][CH:6]=[C:7]([C:8]([O:10][CH2:11][CH3:12])=[O:9])[N:3]=1, predict the reactants needed to synthesize it. The reactants are: [C:1](=[S:4])([NH2:3])[CH3:2].Br[CH2:6][C:7](=O)[C:8]([O:10][CH2:11][CH3:12])=[O:9].C(OCC)(=O)C.O. (6) Given the product [Cl:73][C:60]1[CH:59]=[C:58]([NH:57][C:50]2[C:49]3[C:54](=[CH:55][CH:56]=[C:47]([NH:46][C:45](=[O:74])[CH2:44][CH2:43][CH2:42][CH2:41][NH2:40])[CH:48]=3)[N:53]=[CH:52][N:51]=2)[CH:63]=[CH:62][C:61]=1[O:64][CH2:65][C:66]1[CH:71]=[CH:70][CH:69]=[C:68]([F:72])[CH:67]=1, predict the reactants needed to synthesize it. The reactants are: NCCC(NC1C=C2C(=CC=1)N=CN=C2NC1C=CC(OCC2C=CC=C(F)C=2)=C(Cl)C=1)=O.C(OC(=O)[NH:40][CH2:41][CH2:42][CH2:43][CH2:44][C:45](=[O:74])[NH:46][C:47]1[CH:48]=[C:49]2[C:54](=[CH:55][CH:56]=1)[N:53]=[CH:52][N:51]=[C:50]2[NH:57][C:58]1[CH:63]=[CH:62][C:61]([O:64][CH2:65][C:66]2[CH:71]=[CH:70][CH:69]=[C:68]([F:72])[CH:67]=2)=[C:60]([Cl:73])[CH:59]=1)(C)(C)C. (7) Given the product [OH:1][CH:2]([C:15]1[CH:16]=[CH:17][C:18]([C:21]2[N:25]=[C:24]([C:26]3[C:30]([CH2:31][CH2:32][CH3:33])=[C:29]([C:34]4[CH:35]=[CH:36][CH:37]=[CH:38][CH:39]=4)[O:28][N:27]=3)[O:23][N:22]=2)=[CH:19][CH:20]=1)[CH2:3][N:4]1[CH2:5][CH:6]([C:8]([OH:10])=[O:9])[CH2:7]1, predict the reactants needed to synthesize it. The reactants are: [OH:1][CH:2]([C:15]1[CH:20]=[CH:19][C:18]([C:21]2[N:25]=[C:24]([C:26]3[C:30]([CH2:31][CH2:32][CH3:33])=[C:29]([C:34]4[CH:39]=[CH:38][CH:37]=[CH:36][CH:35]=4)[O:28][N:27]=3)[O:23][N:22]=2)=[CH:17][CH:16]=1)[CH2:3][N:4]1[CH2:7][CH:6]([C:8]([O:10]C(C)(C)C)=[O:9])[CH2:5]1.C(O)(C(F)(F)F)=O. (8) Given the product [C:33]([O:26][CH:23]([C:5]1[C:6]2[N:7]3[CH2:13][CH2:12][N:11]([C:14]4[C:19]([CH3:20])=[CH:18][C:17]([Cl:21])=[CH:16][C:15]=4[Cl:22])[C:8]3=[N:9][C:10]=2[C:2]([Cl:1])=[CH:3][CH:4]=1)[CH2:24][CH3:25])(=[O:35])[CH3:34], predict the reactants needed to synthesize it. The reactants are: [Cl:1][C:2]1[C:10]2[N:9]=[C:8]3[N:11]([C:14]4[C:19]([CH3:20])=[CH:18][C:17]([Cl:21])=[CH:16][C:15]=4[Cl:22])[CH2:12][CH2:13][N:7]3[C:6]=2[C:5]([CH:23]([OH:26])[CH2:24][CH3:25])=[CH:4][CH:3]=1.N1C=CC=CC=1.[C:33](OC(=O)C)(=[O:35])[CH3:34]. (9) The reactants are: [Br:1][C:2]1[C:3]([CH3:12])=[C:4]([CH:8]=[C:9]([I:11])[CH:10]=1)[C:5]([OH:7])=O.Cl.[NH2:14][CH2:15][C:16]1[C:17](=[O:24])[NH:18][C:19]([CH3:23])=[CH:20][C:21]=1[CH3:22].F[P-](F)(F)(F)(F)F.N1(OC(N(C)C)=[N+](C)C)C2N=CC=CC=2N=N1.C(N(CC)CC)C. Given the product [Br:1][C:2]1[C:3]([CH3:12])=[C:4]([CH:8]=[C:9]([I:11])[CH:10]=1)[C:5]([NH:14][CH2:15][C:16]1[C:17](=[O:24])[NH:18][C:19]([CH3:23])=[CH:20][C:21]=1[CH3:22])=[O:7], predict the reactants needed to synthesize it.